From a dataset of Catalyst prediction with 721,799 reactions and 888 catalyst types from USPTO. Predict which catalyst facilitates the given reaction. (1) Reactant: [C:1]([O:5][C:6]([N:8]1[CH2:29][CH2:28][N:11]2[C:12](=[O:27])[C:13]3[C:18]([CH:10]2[CH2:9]1)=[CH:17][C:16]([C:19]([CH3:21])=[CH2:20])=[CH:15][C:14]=3[O:22][C:23]([F:26])([F:25])[F:24])=[O:7])([CH3:4])([CH3:3])[CH3:2].[H][H]. Product: [C:1]([O:5][C:6]([N:8]1[CH2:29][CH2:28][N:11]2[C:12](=[O:27])[C:13]3[C:18]([CH:10]2[CH2:9]1)=[CH:17][C:16]([CH:19]([CH3:21])[CH3:20])=[CH:15][C:14]=3[O:22][C:23]([F:25])([F:26])[F:24])=[O:7])([CH3:3])([CH3:4])[CH3:2]. The catalyst class is: 43. (2) Reactant: [CH3:1][C:2]1[N:7]2[CH:8]=[C:9]([C:11]([O:13][CH2:14][CH3:15])=[O:12])[N:10]=[C:6]2[CH:5]=[CH:4][CH:3]=1.[Br:16]N1C(=O)CCC1=O. Product: [Br:16][C:8]1[N:7]2[C:2]([CH3:1])=[CH:3][CH:4]=[CH:5][C:6]2=[N:10][C:9]=1[C:11]([O:13][CH2:14][CH3:15])=[O:12]. The catalyst class is: 10. (3) Reactant: C[O:2][C:3]1[CH:4]=[C:5]([C:11]2[CH:12]=[CH:13][C:14]3[C:18]([C:19]4[CH:20]=[N:21][CH:22]=[CH:23][CH:24]=4)=[CH:17][S:16][C:15]=3[CH:25]=2)[CH:6]=[CH:7][C:8]=1[O:9]C.[OH-].[Na+].C(=O)(O)[O-].[Na+]. Product: [N:21]1[CH:22]=[CH:23][CH:24]=[C:19]([C:18]2[C:14]3[CH:13]=[CH:12][C:11]([C:5]4[CH:4]=[C:3]([OH:2])[C:8]([OH:9])=[CH:7][CH:6]=4)=[CH:25][C:15]=3[S:16][CH:17]=2)[CH:20]=1. The catalyst class is: 201.